From a dataset of Full USPTO retrosynthesis dataset with 1.9M reactions from patents (1976-2016). Predict the reactants needed to synthesize the given product. Given the product [OH:3][CH:1]([C:4]1[CH:9]=[CH:8][CH:7]=[CH:6][C:5]=1[C:10]1[S:14][C:13]([C:15]([O:17][CH2:18][CH3:19])=[O:16])=[CH:12][CH:11]=1)[CH3:2], predict the reactants needed to synthesize it. The reactants are: [C:1]([C:4]1[CH:9]=[CH:8][CH:7]=[CH:6][C:5]=1[C:10]1[S:14][C:13]([C:15]([O:17][CH2:18][CH3:19])=[O:16])=[CH:12][CH:11]=1)(=[O:3])[CH3:2].[BH4-].[Na+].C(O)(=O)CC(CC(O)=O)(C(O)=O)O.